Dataset: Peptide-MHC class II binding affinity with 134,281 pairs from IEDB. Task: Regression. Given a peptide amino acid sequence and an MHC pseudo amino acid sequence, predict their binding affinity value. This is MHC class II binding data. (1) The peptide sequence is AGWLAFFRDLVARGL. The MHC is DRB4_0101 with pseudo-sequence DRB4_0103. The binding affinity (normalized) is 0.417. (2) The peptide sequence is LRIKSYEDAKSPLTA. The MHC is DRB1_0405 with pseudo-sequence DRB1_0405. The binding affinity (normalized) is 0.607. (3) The peptide sequence is FLNFLEANGLNAIDF. The MHC is HLA-DQA10104-DQB10503 with pseudo-sequence HLA-DQA10104-DQB10503. The binding affinity (normalized) is 0.353. (4) The peptide sequence is EHCSLNENITVPDTK. The MHC is DRB1_1302 with pseudo-sequence DRB1_1302. The binding affinity (normalized) is 0.590. (5) The peptide sequence is VEDEARRMWASAQNI. The MHC is HLA-DQA10301-DQB10302 with pseudo-sequence HLA-DQA10301-DQB10302. The binding affinity (normalized) is 0.288. (6) The peptide sequence is CKRTYSDRGWGNGCG. The MHC is DRB3_0202 with pseudo-sequence DRB3_0202. The binding affinity (normalized) is 0.279. (7) The peptide sequence is LALVGFLGGLITGIS. The MHC is DRB1_0802 with pseudo-sequence DRB1_0802. The binding affinity (normalized) is 0.0973.